Dataset: Catalyst prediction with 721,799 reactions and 888 catalyst types from USPTO. Task: Predict which catalyst facilitates the given reaction. (1) Reactant: Br[C:2]1[CH:3]=[CH:4][C:5]2[O:9][CH:8]=[CH:7][C:6]=2[CH:10]=1.[CH:11]([C:13]1[CH:18]=[CH:17][C:16](B(O)O)=[CH:15][CH:14]=1)=[O:12].C(Cl)Cl.C(=O)([O-])[O-].[K+].[K+]. Product: [O:9]1[C:5]2[CH:4]=[CH:3][C:2]([C:16]3[CH:17]=[CH:18][C:13]([CH:11]=[O:12])=[CH:14][CH:15]=3)=[CH:10][C:6]=2[CH:7]=[CH:8]1. The catalyst class is: 75. (2) The catalyst class is: 347. Product: [C:26]([C:30]1[CH:31]=[CH:32][C:33]([CH:36]=[CH:37][C:38]([NH:11][CH2:10][C:9]2[CH:12]=[C:13]([CH:14]=[CH2:15])[C:6]([NH:5][S:2]([CH3:1])(=[O:4])=[O:3])=[CH:7][C:8]=2[O:16][CH3:17])=[O:39])=[CH:34][CH:35]=1)([CH3:29])([CH3:27])[CH3:28]. Reactant: [CH3:1][S:2]([NH:5][C:6]1[C:13]([CH:14]=[CH2:15])=[CH:12][C:9]([CH2:10][NH2:11])=[C:8]([O:16][CH3:17])[CH:7]=1)(=[O:4])=[O:3].Cl.FC(F)(F)C(O)=O.[C:26]([C:30]1[CH:35]=[CH:34][C:33]([CH:36]=[CH:37][C:38](O)=[O:39])=[CH:32][CH:31]=1)([CH3:29])([CH3:28])[CH3:27].C[N+]1(C2N=C(OC)N=C(OC)N=2)CCOCC1.[Cl-]. (3) Reactant: [CH2:1]([O:4][C:5]1[CH:10]=[C:9]([CH3:11])[CH:8]=[CH:7][C:6]=1[C:12]([C:14]1[C:18]2[CH2:19][CH2:20][CH2:21][CH2:22][C:17]=2[S:16][C:15]=1[NH2:23])=O)[CH:2]=[CH2:3].[O:24]=[C:25]([CH2:31][C:32](=O)[CH3:33])[C:26]([O:28][CH2:29][CH3:30])=[O:27].C([Cl:38])(=O)C. Product: [ClH:38].[CH2:1]([O:4][C:5]1[CH:10]=[C:9]([CH3:11])[CH:8]=[CH:7][C:6]=1[C:12]1[C:31]([C:25](=[O:24])[C:26]([O:28][CH2:29][CH3:30])=[O:27])=[C:32]([CH3:33])[N:23]=[C:15]2[S:16][C:17]3[CH2:22][CH2:21][CH2:20][CH2:19][C:18]=3[C:14]=12)[CH:2]=[CH2:3]. The catalyst class is: 8. (4) Reactant: [OH:1][C:2]1[CH:3]=[C:4]([C:8]2([C:16]3[CH:21]=[CH:20][C:19]([O:22][CH3:23])=[CH:18][CH:17]=3)[NH:12][C:11](=S)[N:10]([CH3:14])[C:9]2=[O:15])[CH:5]=[CH:6][CH:7]=1.C([N:26](CC)CC)C.[CH3:31][O:32][CH2:33][CH2:34][CH2:35][S:36]([Cl:39])(=[O:38])=[O:37].[OH-].[NH4+].C(OO)(C)(C)C.Cl. Product: [ClH:39].[CH3:31][O:32][CH2:33][CH2:34][CH2:35][S:36]([O:1][C:2]1[CH:7]=[CH:6][CH:5]=[C:4]([C:8]2([C:16]3[CH:17]=[CH:18][C:19]([O:22][CH3:23])=[CH:20][CH:21]=3)[C:9](=[O:15])[N:10]([CH3:14])[C:11]([NH2:26])=[N:12]2)[CH:3]=1)(=[O:38])=[O:37]. The catalyst class is: 4.